Dataset: Forward reaction prediction with 1.9M reactions from USPTO patents (1976-2016). Task: Predict the product of the given reaction. (1) The product is: [Br:4][C:5]1[CH:12]=[C:9]2[C:10]([NH2:11])=[N:3][NH:2][C:8]2=[N:7][CH:6]=1. Given the reactants O.[NH2:2][NH2:3].[Br:4][C:5]1[CH:6]=[N:7][C:8](Cl)=[C:9]([CH:12]=1)[C:10]#[N:11], predict the reaction product. (2) Given the reactants [Na].[CH2:2]([SH:6])[CH2:3][CH2:4][CH3:5].Cl[CH:8]1[CH2:12][CH2:11][CH2:10][CH2:9]1.C([OH:15])C, predict the reaction product. The product is: [CH2:2]([S:6][CH:9]1[CH2:10][CH2:11][CH2:12][C:8]1=[O:15])[CH2:3][CH2:4][CH3:5]. (3) Given the reactants C1CCN2C(=NCCC2)CC1.[NH2:12][C:13]1[CH:18]=[CH:17][C:16]([C:19]2[N:20]=[CH:21][N:22]([CH2:24][CH2:25][C:26]([O:28][C:29]([CH3:32])([CH3:31])[CH3:30])=[O:27])[CH:23]=2)=[CH:15][CH:14]=1.[C:33]([NH:38][C:39](=[O:44])[O:40][CH:41]([CH3:43])[CH3:42])(=[O:37])/[CH:34]=[CH:35]/[CH3:36], predict the reaction product. The product is: [CH3:36][CH:35]([NH:12][C:13]1[CH:18]=[CH:17][C:16]([C:19]2[N:20]=[CH:21][N:22]([CH2:24][CH2:25][C:26]([O:28][C:29]([CH3:32])([CH3:31])[CH3:30])=[O:27])[CH:23]=2)=[CH:15][CH:14]=1)[CH2:34][C:33]([NH:38][C:39]([O:40][CH:41]([CH3:42])[CH3:43])=[O:44])=[O:37]. (4) The product is: [CH2:1]([C:5]1=[CH:6][N:7]([C:24]([CH3:26])([CH3:25])[CH3:27])[S:8]/[C:9]/1=[N:10]\[C:11]([C@:13]1([CH3:23])[CH2:17][CH2:16][C@H:15]([C:18]([NH:33][CH:29]2[CH2:32][CH2:31][CH2:30]2)=[O:20])[C:14]1([CH3:21])[CH3:22])=[O:12])[CH2:2][CH2:3][CH3:4]. Given the reactants [CH2:1]([C:5]1=[CH:6][N:7]([C:24]([CH3:27])([CH3:26])[CH3:25])[S:8]/[C:9]/1=[N:10]\[C:11]([C@:13]1([CH3:23])[CH2:17][CH2:16][C@H:15]([C:18]([OH:20])=O)[C:14]1([CH3:22])[CH3:21])=[O:12])[CH2:2][CH2:3][CH3:4].Cl.[CH:29]1([NH2:33])[CH2:32][CH2:31][CH2:30]1, predict the reaction product. (5) Given the reactants [CH3:1][O:2][C:3]1[CH:4]=[C:5]([C:11](=[O:16])[CH2:12][CH2:13][CH2:14][CH3:15])[CH:6]=[CH:7][C:8]=1[O:9][CH3:10].[CH:17]([N-]C(C)C)([CH3:19])[CH3:18].[Li+].ICCC.C(=O)(O)[O-].[Na+], predict the reaction product. The product is: [CH3:1][O:2][C:3]1[CH:4]=[C:5]([C:11](=[O:16])[CH:12]([CH2:18][CH2:17][CH3:19])[CH2:13][CH2:14][CH3:15])[CH:6]=[CH:7][C:8]=1[O:9][CH3:10]. (6) Given the reactants [O:1]1[CH:5]=[CH:4][C:3]([C:6]2[CH:7]=[C:8]([C:17]([F:20])([F:19])[F:18])[C:9]3[N:10]([CH:12]=[C:13]([CH2:15][NH2:16])[N:14]=3)[CH:11]=2)=[CH:2]1.C(N(CC)C(C)C)(C)C.Cl[C:31]([O:33][CH2:34][C:35]1[CH:40]=[CH:39][CH:38]=[CH:37][CH:36]=1)=[O:32], predict the reaction product. The product is: [CH2:34]([O:33][C:31](=[O:32])[NH:16][CH2:15][C:13]1[N:14]=[C:9]2[C:8]([C:17]([F:18])([F:20])[F:19])=[CH:7][C:6]([C:3]3[CH:4]=[CH:5][O:1][CH:2]=3)=[CH:11][N:10]2[CH:12]=1)[C:35]1[CH:40]=[CH:39][CH:38]=[CH:37][CH:36]=1. (7) Given the reactants [Si:1]([O:8][C:9]1[CH:10]=[CH:11][CH:12]=[C:13]2[C:18]=1[N:17]=[C:16]([CH:19]=O)[CH:15]=[CH:14]2)([C:4]([CH3:7])([CH3:6])[CH3:5])([CH3:3])[CH3:2].[F:21][C:22]1[CH:23]=[CH:24][C:25]([NH:28][NH2:29])=[N:26][CH:27]=1.C(O)(=O)C.C(O)(=O)C.IC1C=CC=CC=1, predict the reaction product. The product is: [Si:1]([O:8][C:9]1[CH:10]=[CH:11][CH:12]=[C:13]2[C:18]=1[N:17]=[C:16]([C:19]1[N:26]3[CH:27]=[C:22]([F:21])[CH:23]=[CH:24][C:25]3=[N:28][N:29]=1)[CH:15]=[CH:14]2)([C:4]([CH3:7])([CH3:6])[CH3:5])([CH3:3])[CH3:2]. (8) The product is: [CH3:11][C:8]1[CH:9]=[CH:10][C:2]([N:13]2[N:14]=[CH:15][CH:16]=[N:12]2)=[C:3]([CH:7]=1)[C:4]([Cl:30])=[O:6]. Given the reactants I[C:2]1[CH:10]=[CH:9][C:8]([CH3:11])=[CH:7][C:3]=1[C:4]([OH:6])=O.[NH:12]1[CH:16]=[CH:15][N:14]=[N:13]1.CN[C@@H]1CCCC[C@H]1NC.C(Cl)(=O)C([Cl:30])=O, predict the reaction product.